Dataset: HIV replication inhibition screening data with 41,000+ compounds from the AIDS Antiviral Screen. Task: Binary Classification. Given a drug SMILES string, predict its activity (active/inactive) in a high-throughput screening assay against a specified biological target. (1) The molecule is CC(C)COC(=O)CS(=O)(=O)O. The result is 0 (inactive). (2) The molecule is COc1ccc(C23CCC4(OCC(C)(C)CO4)C4CON(OC(OC5CCCCC5C(C)(C)c5ccccc5)C2)C43)cc1OC. The result is 0 (inactive). (3) The compound is C[Si](C)(OCCS(=O)(=O)O)C1(Cc2cccc3ccccc23)S(=O)(=O)OCCOS1(=O)=O.[NaH]. The result is 0 (inactive). (4) The compound is O=C1c2ccccc2N2OC3(N4CCOCC4)CCCC3C12c1ccccc1. The result is 0 (inactive). (5) The drug is O=C(Nc1cc(Cl)c(Cl)cc1Cl)C(=O)C1C(=O)NC(=S)NC1=O. The result is 0 (inactive). (6) The compound is Cc1c(-c2[nH]c(N)c(C#N)c(=N)c2C#N)c(=O)oc2ccccc12. The result is 0 (inactive). (7) The drug is CCOC(=O)C1COc2cc(-c3cc(=O)c4ccccc4o3)ccc2O1. The result is 0 (inactive). (8) The molecule is O=C(C(=Cc1cccc(Cl)c1)c1ccccc1)c1ccccc1. The result is 0 (inactive).